From a dataset of Catalyst prediction with 721,799 reactions and 888 catalyst types from USPTO. Predict which catalyst facilitates the given reaction. (1) Reactant: C(O[CH:4](OCC)[CH2:5][NH2:6])C.C[O-].[Na+].[N:13]1[CH:18]=[CH:17][N:16]=[CH:15][C:14]=1[C:19]#[N:20].C(O)(=O)C.Cl. Product: [NH:20]1[CH:4]=[CH:5][N:6]=[C:19]1[C:14]1[CH:15]=[N:16][CH:17]=[CH:18][N:13]=1. The catalyst class is: 5. (2) Reactant: [OH:1][CH2:2][CH:3]([NH:12][C:13]([CH:15]1[N:20]2[C:21](=[O:40])[CH:22]([NH:27][C:28]([C:30]3[CH:39]=[CH:38][C:37]4[C:32](=[CH:33][CH:34]=[CH:35][CH:36]=4)[CH:31]=3)=[O:29])[CH2:23][CH:24]=[CH:25][CH2:26][CH:19]2[CH2:18][CH2:17][CH2:16]1)=[O:14])[CH2:4][C:5]([NH:7][S:8]([CH3:11])(=[O:10])=[O:9])=[O:6].CC(OI1(OC(C)=O)(OC(C)=O)OC(=O)C2C=CC=CC1=2)=O.C(=O)(O)[O-].[Na+]. Product: [OH:1][CH:2]1[CH:3]([NH:12][C:13]([CH:15]2[N:20]3[C:21](=[O:40])[CH:22]([NH:27][C:28]([C:30]4[CH:39]=[CH:38][C:37]5[C:32](=[CH:33][CH:34]=[CH:35][CH:36]=5)[CH:31]=4)=[O:29])[CH2:23][CH:24]=[CH:25][CH2:26][CH:19]3[CH2:18][CH2:17][CH2:16]2)=[O:14])[CH2:4][C:5](=[O:6])[N:7]1[S:8]([CH3:11])(=[O:9])=[O:10]. The catalyst class is: 2. (3) Reactant: Cl.[N+:2]([O:5][CH2:6][CH2:7][CH2:8][C:9]([O:11][CH2:12][CH2:13][NH2:14])=[O:10])([O-:4])=[O:3].C([O-])(O)=O.[Na+].Cl[C:21]([O:23][C:24]1[CH:29]=[CH:28][C:27]([N+:30]([O-:32])=[O:31])=[CH:26][CH:25]=1)=[O:22]. Product: [N+:2]([O:5][CH2:6][CH2:7][CH2:8][C:9]([O:11][CH2:12][CH2:13][NH:14][C:21]([O:23][C:24]1[CH:25]=[CH:26][C:27]([N+:30]([O-:32])=[O:31])=[CH:28][CH:29]=1)=[O:22])=[O:10])([O-:4])=[O:3]. The catalyst class is: 210. (4) Reactant: [F:1][C:2]1[CH:7]=[CH:6][C:5]([NH:8][C:9]2[O:10][CH2:11][C:12](=[O:18])[C:13]=2[C:14]([O:16][CH3:17])=[O:15])=[CH:4][CH:3]=1.ClCC(=O)CC(OC)=O.FC1C=CC(N=C=O)=CC=1.[NH:38]1[C:46]2[C:41](=[CH:42][CH:43]=[CH:44][N:45]=2)[C:40]([CH:47]=O)=[CH:39]1.N1CCC[C@H]1C(O)=O. Product: [NH:38]1[C:46]2=[N:45][CH:44]=[CH:43][CH:42]=[C:41]2[C:40]([CH:47]=[C:11]2[O:10][C:9]([NH:8][C:5]3[CH:4]=[CH:3][C:2]([F:1])=[CH:7][CH:6]=3)=[C:13]([C:14]([O:16][CH3:17])=[O:15])[C:12]2=[O:18])=[CH:39]1. The catalyst class is: 41. (5) Reactant: Br[C:2]1[CH:17]=[CH:16][C:5]([CH2:6][N:7]2[CH:12]=[CH:11][CH:10]=[C:9]([O:13][CH3:14])[C:8]2=[O:15])=[CH:4][CH:3]=1.[N:18]1[CH:23]=[CH:22][C:21](B(O)O)=[CH:20][CH:19]=1.C([O-])([O-])=O.[K+].[K+]. Product: [N:18]1[CH:23]=[CH:22][C:21]([C:2]2[CH:17]=[CH:16][C:5]([CH2:6][N:7]3[CH:12]=[CH:11][CH:10]=[C:9]([O:13][CH3:14])[C:8]3=[O:15])=[CH:4][CH:3]=2)=[CH:20][CH:19]=1. The catalyst class is: 73.